Dataset: Experimentally validated miRNA-target interactions with 360,000+ pairs, plus equal number of negative samples. Task: Binary Classification. Given a miRNA mature sequence and a target amino acid sequence, predict their likelihood of interaction. (1) The miRNA is mmu-let-7b-5p with sequence UGAGGUAGUAGGUUGUGUGGUU. The protein sequence of the target gene is MRLPSAAGPRPGRPRRLPALLLLPLLGGCLGLVGAARRPNVLLLLTDDQDAELGGMTPLKKTKALIGEKGMTFSSAYVPSALCCPSRASILTGKYPHNHHVVNNTLEGNCSSKAWQKIQEPYTFPAILKSVCGYQTFFAGKYLNEYGAPDAGGLEHIPLGWSYWYALEKNSKYYNYTLSINGKARKHGENYSVDYLTDVLANLSLDFLDYKSNSEPFFMMISTPAPHSPWTAAPQYQKAFQNVIAPRNKNFNIHGTNKHWLIRQAKTPMTNSSIRFLDDAFRRRWQTLLSVDDLVEKLVK.... Result: 1 (interaction). (2) The miRNA is hsa-miR-16-5p with sequence UAGCAGCACGUAAAUAUUGGCG. The protein sequence of the target gene is MDLANHGLILLQQLNAQREFGFLCDCTVAIGDVYFKAHKSVLASFSNYFKMLFVHQTSECVRLKPTDIQPDIFSYLLHLMYTGKMAPQLIDPVRLEQGIKFLHAYPLIQEASLASQGAFSHPDQVFPLASSLYGIQIADHQLRQATKIASAPEKLGRDPRPQTSRISQEQVPEASQLSQLTSNLAQVNRTNMTPSDPLQTSLSPELVSTPVPPPPPGEETNLEASSSDEQPASLTIAHVKPSIMKRNGSFPKYYACHLCGRRFTLRSSLREHLQIHTGVPFTSSQQGESRVPLTLCSNAA.... Result: 1 (interaction). (3) The miRNA is hsa-miR-4758-3p with sequence UGCCCCACCUGCUGACCACCCUC. The protein sequence of the target gene is MHYYRYSNAEVSCWYKYLLFSYNIVFWLAGVVFLGVGLWAWSEKGVLSDLTKVTRLHGIDPVVLVLMVGVVMFTLGFAGCVGALRENICLLKFFCGAIVLIFFLELAVAVLAFLFQDWVRDRFREFFESNIKSYRDDIDLQNLIDSLQKANQCCGAYGPEDWDLNVYFNCSGASYSREKCGVPFSCCVPDPAQKVVNTQCGYDVRIQLKSKWDEFIFTKGCIQALEGWLPRNIYIVAGVFIAISLLQIFGIFLARTLISDIEAVKAGHHF. Result: 0 (no interaction). (4) Result: 0 (no interaction). The protein sequence of the target gene is MAAGAGARPAPRWVKALGEPLSAAQLRRLEEHRYTAVGESLFEPPLQLYWTWLLQWIPLWMAPNTITLIGLAINLVTTLVLIFYCPTVTEEAPYWTYLLCALGLFIYQSLDAIDGKQARRTNSCSPLGELFDHGCDSLSTVFMAIGASIAVRLGTHPDWLFFCSFVGMFMFYCAHWQTYVSGVLRFGRVDVTEIQVALVIVFMLSTFGGATMWDYTIPILEIKLKIVPVLGVVGGLIFSCSNYFHVILHGGVGKNGSTIAGTSVLSPGLHIGLIIILAIMIYKKSATNMFEKHPCLYTLM.... The miRNA is mmu-miR-7018-3p with sequence UCACCCUGCUGCCGGCUUGCAG. (5) The miRNA is hsa-miR-617 with sequence AGACUUCCCAUUUGAAGGUGGC. The protein sequence of the target gene is MSENSSDSDSSCGWTVISHEGSDIEMLNSVTPTDSCEPAPECSSLEQEELQALQIEQGESSQNGTVLMEETAYPALEETSSTIEAEEQKIPEDSIYIGTASDDSDIVTLEPPKLEEIGNQEVVIVEEAQSSEDFNMGSSSSSQYTFCQPETVFSSQPSDDESSSDETSNQPSPAFRRRRARKKTVSASESEDRLVAEQETEPSKELSKRQFSSGLNKCVILALVIAISMGFGHFYGTIQIQKRQQLVRKIHEDELNDMKDYLSQCQQEQESFIDYKSLKENLARCWTLTEAEKMSFETQK.... Result: 1 (interaction).